This data is from Forward reaction prediction with 1.9M reactions from USPTO patents (1976-2016). The task is: Predict the product of the given reaction. (1) Given the reactants [CH:1]1([N:6]2[C:10]([C:11](=O)/[CH:12]=[CH:13]/N(C)C)=[CH:9][N:8]=[C:7]2[CH3:18])[CH2:5][CH2:4][CH2:3][CH2:2]1.[B-](F)(F)(F)F.[B-](F)(F)(F)F.C1[N+]2(CCl)CC[N+]([F:39])(CC2)C1.[NH:40]([CH:44]1[CH2:49][CH2:48][N:47]([C:50]([O:52][CH2:53][C:54]2[CH:59]=[CH:58][CH:57]=[CH:56][CH:55]=2)=[O:51])[CH2:46][CH2:45]1)[C:41]([NH2:43])=[NH:42], predict the reaction product. The product is: [CH:1]1([N:6]2[C:10]([C:11]3[C:12]([F:39])=[CH:13][N:43]=[C:41]([NH:40][CH:44]4[CH2:49][CH2:48][N:47]([C:50]([O:52][CH2:53][C:54]5[CH:59]=[CH:58][CH:57]=[CH:56][CH:55]=5)=[O:51])[CH2:46][CH2:45]4)[N:42]=3)=[CH:9][N:8]=[C:7]2[CH3:18])[CH2:5][CH2:4][CH2:3][CH2:2]1. (2) Given the reactants CO.[BH4-].[Na+].[CH:5]1([C:8]2[CH:9]=[CH:10][C:11]3[N:12]([N:14]=[C:15]([C:29]4[CH:34]=[CH:33][CH:32]=[CH:31][CH:30]=4)[C:16]=3[C:17]([C:19]3[N:24]=[C:23]([C:25]([O:27][CH3:28])=[O:26])[CH:22]=[CH:21][CH:20]=3)=[O:18])[CH:13]=2)[CH2:7][CH2:6]1.[Cl-].[NH4+], predict the reaction product. The product is: [CH:5]1([C:8]2[CH:9]=[CH:10][C:11]3[N:12]([N:14]=[C:15]([C:29]4[CH:30]=[CH:31][CH:32]=[CH:33][CH:34]=4)[C:16]=3[CH:17]([OH:18])[C:19]3[N:24]=[C:23]([C:25]([O:27][CH3:28])=[O:26])[CH:22]=[CH:21][CH:20]=3)[CH:13]=2)[CH2:7][CH2:6]1. (3) The product is: [F:19][C:16]1[CH:15]=[CH:14][C:13]([N:12]2[C:11](=[O:20])[CH:10]([CH2:21][CH2:22][CH:23]([C:25]3[CH:30]=[CH:29][C:28]([F:31])=[CH:27][CH:26]=3)[OH:24])[CH:9]2[C:6]2[CH:7]=[C:8]([NH:83][C:84]([CH2:76][CH2:77][CH2:78][CH2:79][CH2:80][NH:81][C:34](=[O:57])[CH:33]([OH:32])[CH:58]([OH:65])[CH:59]([OH:64])[CH:60]([OH:63])[CH2:61][OH:62])=[O:88])[CH:3]=[CH:4][CH:5]=2)=[CH:18][CH:17]=1. Given the reactants NC[C:3]1[CH:8]=[CH:7][C:6]([CH:9]2[N:12]([C:13]3[CH:18]=[CH:17][C:16]([F:19])=[CH:15][CH:14]=3)[C:11](=[O:20])[CH:10]2[CH2:21][CH2:22][CH:23]([C:25]2[CH:30]=[CH:29][C:28]([F:31])=[CH:27][CH:26]=2)[OH:24])=[CH:5][CH:4]=1.[OH:32][CH:33]([CH:58]([OH:65])[CH:59]([OH:64])[CH:60]([OH:63])[CH2:61][OH:62])[C:34](=[O:57])COCCOCCNC(COCCOCCOCC(O)=O)=O.C(N=C=NC(C)C)(C)C.O[C:76]1[C:84]2[N:83]=N[NH:81][C:80]=2[CH:79]=[CH:78][CH:77]=1.CN(C)C=[O:88], predict the reaction product. (4) Given the reactants [C:1]([O:5][C:6]([NH:8][CH2:9][CH2:10][O:11][CH2:12][C:13]1[N:14]=[N:15][N:16]([CH2:24][CH2:25]O)[C:17]=1[CH2:18][CH2:19][C:20]([O:22]C)=[O:21])=[O:7])([CH3:4])([CH3:3])[CH3:2].C1(P(C2C=CC=CC=2)C2C=CC=CC=2)C=CC=CC=1.C1C(=O)N(Br)C(=O)C1.[N-:54]=[N+:55]=[N-:56].[Na+].[Na+].[I-].O[Li].O, predict the reaction product. The product is: [N:54]([CH2:25][CH2:24][N:16]1[C:17]([CH2:18][CH2:19][C:20]([OH:22])=[O:21])=[C:13]([CH2:12][O:11][CH2:10][CH2:9][NH:8][C:6]([O:5][C:1]([CH3:2])([CH3:3])[CH3:4])=[O:7])[N:14]=[N:15]1)=[N+:55]=[N-:56]. (5) Given the reactants [N+:1]([C:4]1[CH:5]=[C:6]2[C:10](=[C:11]([C:13]3[CH:18]=[CH:17][CH:16]=[CH:15][CH:14]=3)[CH:12]=1)[NH:9][CH:8]=[CH:7]2)([O-:3])=[O:2].[C:19](O[C:19]([O:21][C:22]([CH3:25])([CH3:24])[CH3:23])=[O:20])([O:21][C:22]([CH3:25])([CH3:24])[CH3:23])=[O:20].C(N(CC)CC)C, predict the reaction product. The product is: [N+:1]([C:4]1[CH:5]=[C:6]2[C:10](=[C:11]([C:13]3[CH:18]=[CH:17][CH:16]=[CH:15][CH:14]=3)[CH:12]=1)[N:9]([C:19]([O:21][C:22]([CH3:25])([CH3:24])[CH3:23])=[O:20])[CH:8]=[CH:7]2)([O-:3])=[O:2]. (6) Given the reactants Cl[C:2]1[C:12]([C:13]#[N:14])=[CH:11][C:5]([C:6]([O:8][CH2:9][CH3:10])=[O:7])=[C:4]([CH2:15][F:16])[N:3]=1.[CH2:17]([S:24]([NH:27][C:28]([CH:30]1[CH2:33][NH:32][CH2:31]1)=[O:29])(=[O:26])=[O:25])[C:18]1[CH:23]=[CH:22][CH:21]=[CH:20][CH:19]=1, predict the reaction product. The product is: [CH2:17]([S:24]([NH:27][C:28]([CH:30]1[CH2:31][N:32]([C:2]2[C:12]([C:13]#[N:14])=[CH:11][C:5]([C:6]([O:8][CH2:9][CH3:10])=[O:7])=[C:4]([CH2:15][F:16])[N:3]=2)[CH2:33]1)=[O:29])(=[O:25])=[O:26])[C:18]1[CH:19]=[CH:20][CH:21]=[CH:22][CH:23]=1. (7) Given the reactants N[C:2]1[CH:7]=[CH:6][C:5]([C:8]2[O:12][C:11]([CH3:14])([CH3:13])[C:10](=[O:15])[C:9]=2[C:16]2[CH:21]=[CH:20][C:19]([O:22][CH2:23][C:24]3[CH:33]=[CH:32][C:31]4[C:26](=[CH:27][CH:28]=[CH:29][CH:30]=4)[N:25]=3)=[CH:18][CH:17]=2)=[CH:4][CH:3]=1.Cl.N([O-])=O.[Na+], predict the reaction product. The product is: [CH3:13][C:11]1([CH3:14])[C:10](=[O:15])[C:9]([C:16]2[CH:17]=[CH:18][C:19]([O:22][CH2:23][C:24]3[CH:33]=[CH:32][C:31]4[C:26](=[CH:27][CH:28]=[CH:29][CH:30]=4)[N:25]=3)=[CH:20][CH:21]=2)=[C:8]([C:5]2[CH:6]=[CH:7][CH:2]=[CH:3][CH:4]=2)[O:12]1. (8) Given the reactants [O:1]=[C:2]([C:9]1[O:10][C:11]([C:14]2[CH:19]=[CH:18][CH:17]=[CH:16][N:15]=2)=[CH:12][N:13]=1)[CH2:3][CH2:4][CH2:5][CH2:6][C:7]#[CH:8].[Cl:20][C:21]1[CH:26]=[CH:25][CH:24]=[C:23](I)[CH:22]=1, predict the reaction product. The product is: [O:1]=[C:2]([C:9]1[O:10][C:11]([C:14]2[CH:19]=[CH:18][CH:17]=[CH:16][N:15]=2)=[CH:12][N:13]=1)[CH2:3][CH2:4][CH2:5][CH2:6][C:7]#[C:8][C:23]1[CH:24]=[CH:25][CH:26]=[C:21]([Cl:20])[CH:22]=1. (9) The product is: [C:1]1([C:16]2[CH:17]=[CH:18][CH:19]=[CH:20][CH:21]=2)[CH:2]=[CH:3][C:4]([CH:7]2[C:8]([CH3:9])([CH3:10])[O:11][C:25]([O:24][CH2:22][CH3:23])=[N:15][S:12]2(=[O:13])=[O:14])=[CH:5][CH:6]=1. Given the reactants [C:1]1([C:16]2[CH:21]=[CH:20][CH:19]=[CH:18][CH:17]=2)[CH:6]=[CH:5][C:4]([CH:7]([S:12]([NH2:15])(=[O:14])=[O:13])[C:8]([OH:11])([CH3:10])[CH3:9])=[CH:3][CH:2]=1.[CH2:22]([O:24][C:25](OCC)(OCC)OCC)[CH3:23], predict the reaction product. (10) Given the reactants FC(F)(F)C([NH:5][C:6]1[CH:11]=[CH:10][CH:9]=[C:8]([C:12]2[C:20]([C:21]3[CH:26]=[CH:25][N:24]=[C:23]([NH:27][C:28]4[CH:33]=[CH:32][CH:31]=[C:30]([C:34]5[O:38][CH:37]=[N:36][CH:35]=5)[CH:29]=4)[N:22]=3)=[C:15]3[CH:16]=[CH:17][CH:18]=[CH:19][N:14]3[N:13]=2)[CH:7]=1)=O.[Li+].[OH-].C1COCC1, predict the reaction product. The product is: [NH2:5][C:6]1[CH:7]=[C:8]([C:12]2[C:20]([C:21]3[CH:26]=[CH:25][N:24]=[C:23]([NH:27][C:28]4[CH:33]=[CH:32][CH:31]=[C:30]([C:34]5[O:38][CH:37]=[N:36][CH:35]=5)[CH:29]=4)[N:22]=3)=[C:15]3[CH:16]=[CH:17][CH:18]=[CH:19][N:14]3[N:13]=2)[CH:9]=[CH:10][CH:11]=1.